From a dataset of Full USPTO retrosynthesis dataset with 1.9M reactions from patents (1976-2016). Predict the reactants needed to synthesize the given product. (1) Given the product [CH3:9][C:10]1[CH:15]=[CH:14][CH:13]=[CH:12][C:11]=1[CH2:16][CH:3]([C:4](=[O:6])[CH3:5])[C:1]#[N:2], predict the reactants needed to synthesize it. The reactants are: [C:1]([CH:3]([Na])[C:4](=[O:6])[CH3:5])#[N:2].Br[CH2:9][C:10]1[CH:15]=[CH:14][CH:13]=[CH:12][C:11]=1[CH3:16]. (2) The reactants are: [CH2:1]([S:8][C:9]1[CH:10]=[C:11]2[C:16](=[CH:17][CH:18]=1)[N:15]([C:19]1[C:24]([OH:25])=[CH:23][C:22]([C:26]3[CH:31]=[CH:30][CH:29]=[C:28]([F:32])[CH:27]=3)=[C:21]([F:33])[CH:20]=1)[C:14](=[O:34])[CH:13]=[CH:12]2)[C:2]1[CH:7]=[CH:6][CH:5]=[CH:4][CH:3]=1.C(=O)([O-])[O-].[K+].[K+].I[CH2:42][CH3:43].O. Given the product [CH2:1]([S:8][C:9]1[CH:10]=[C:11]2[C:16](=[CH:17][CH:18]=1)[N:15]([C:19]1[C:24]([O:25][CH2:42][CH3:43])=[CH:23][C:22]([C:26]3[CH:31]=[CH:30][CH:29]=[C:28]([F:32])[CH:27]=3)=[C:21]([F:33])[CH:20]=1)[C:14](=[O:34])[CH:13]=[CH:12]2)[C:2]1[CH:7]=[CH:6][CH:5]=[CH:4][CH:3]=1, predict the reactants needed to synthesize it.